The task is: Predict the product of the given reaction.. This data is from Forward reaction prediction with 1.9M reactions from USPTO patents (1976-2016). Given the reactants [NH2:1][CH2:2][C@@H:3]1[C@@H:11]([C@@:12]2([CH3:21])[CH2:17][CH2:16][C@H:15]([OH:18])[CH2:14][C@@H:13]2[CH2:19][OH:20])[CH2:10][CH2:9][C@@:8]2([CH3:22])[C@H:4]1[CH2:5][CH2:6][C:7]2=[CH2:23].C1CN([P+](ON2N=NC3C=CC=CC2=3)(N2CCCC2)N2CCCC2)CC1.F[P-](F)(F)(F)(F)F.[F:57][C:58]1[CH:66]=[CH:65][C:61]([C:62](O)=[O:63])=[CH:60][CH:59]=1.CCN(C(C)C)C(C)C, predict the reaction product. The product is: [F:57][C:58]1[CH:66]=[CH:65][C:61]([C:62]([NH:1][CH2:2][C@@H:3]2[C@@H:11]([C@@:12]3([CH3:21])[CH2:17][CH2:16][C@H:15]([OH:18])[CH2:14][C@@H:13]3[CH2:19][OH:20])[CH2:10][CH2:9][C@@:8]3([CH3:22])[C@H:4]2[CH2:5][CH2:6][C:7]3=[CH2:23])=[O:63])=[CH:60][CH:59]=1.